From a dataset of Full USPTO retrosynthesis dataset with 1.9M reactions from patents (1976-2016). Predict the reactants needed to synthesize the given product. The reactants are: [CH3:1]C([O-])(C)C.[Na+].CC1C=CC(P(C2C=CC3C(=CC=CC=3)C=2C2C3C(=CC=CC=3)C=CC=2P(C2C=CC(C)=CC=2)C2C=CC(C)=CC=2)C2C=CC(C)=CC=2)=CC=1.[F:57][C:58]([F:72])([F:71])[O:59][C:60]1[CH:65]=[CH:64][C:63]([C:66](=[O:70])[CH2:67][CH2:68][CH3:69])=[CH:62][CH:61]=1.Br[C:74]1[CH:86]=[CH:85][C:77]([C:78]([O:80][C:81]([CH3:84])([CH3:83])[CH3:82])=[O:79])=[CH:76][CH:75]=1. Given the product [O:70]=[C:66]([C:63]1[CH:62]=[CH:61][C:60]([O:59][C:58]([F:71])([F:72])[F:57])=[CH:65][CH:64]=1)[CH:67]([C:74]1[CH:86]=[CH:85][C:77]([C:78]([O:80][C:81]([CH3:84])([CH3:83])[CH3:82])=[O:79])=[CH:76][CH:75]=1)[CH2:68][CH2:69][CH3:1], predict the reactants needed to synthesize it.